From a dataset of Forward reaction prediction with 1.9M reactions from USPTO patents (1976-2016). Predict the product of the given reaction. (1) Given the reactants Br[C:2]1[C:3]([CH3:13])=[C:4]([NH:8][S:9]([CH3:12])(=[O:11])=[O:10])[CH:5]=[CH:6][CH:7]=1.[CH3:14][C@H:15]1[O:20][CH2:19][C@@H:18]([C:21]2[CH:26]=[CH:25][CH:24]=[CH:23][CH:22]=2)[NH:17][CH2:16]1, predict the reaction product. The product is: [CH3:13][C:3]1[C:2]([N:17]2[C@H:18]([C:21]3[CH:26]=[CH:25][CH:24]=[CH:23][CH:22]=3)[CH2:19][O:20][C@H:15]([CH3:14])[CH2:16]2)=[CH:7][CH:6]=[CH:5][C:4]=1[NH:8][S:9]([CH3:12])(=[O:11])=[O:10]. (2) Given the reactants [NH2:1][C:2]1[CH:7]=[CH:6][C:5]([C:8]2[S:12][C:11]([CH:13]3[CH2:18][CH2:17][CH:16]([C:19]([O:21][CH3:22])=[O:20])[CH2:15][CH2:14]3)=[N:10][CH:9]=2)=[CH:4][CH:3]=1.[C:23]([C:27]1[CH:35]=[CH:34][C:30]([C:31](Cl)=[O:32])=[CH:29][CH:28]=1)([CH3:26])([CH3:25])[CH3:24], predict the reaction product. The product is: [C:23]([C:27]1[CH:28]=[CH:29][C:30]([C:31]([NH:1][C:2]2[CH:3]=[CH:4][C:5]([C:8]3[S:12][C:11]([CH:13]4[CH2:14][CH2:15][CH:16]([C:19]([O:21][CH3:22])=[O:20])[CH2:17][CH2:18]4)=[N:10][CH:9]=3)=[CH:6][CH:7]=2)=[O:32])=[CH:34][CH:35]=1)([CH3:26])([CH3:24])[CH3:25]. (3) The product is: [C:30]([O:65][C:64](=[O:63])[NH:17][CH2:8][C:9]1[S:10][CH:11]=[C:12]([C:14](=[O:16])[NH:60][CH2:59][CH2:58][C:54]2[CH:55]=[CH:56][CH:57]=[C:52]([Cl:51])[CH:53]=2)[N:13]=1)([CH3:29])([CH3:31])[CH3:42]. Given the reactants C([CH:8]([NH2:17])[C:9]1[S:10][CH:11]=[C:12]([C:14]([OH:16])=O)[N:13]=1)(OC(C)(C)C)=O.CN(C(ON1N=NC2[CH:29]=[CH:30][CH:31]=NC1=2)=[N+](C)C)C.F[P-](F)(F)(F)(F)F.[CH3:42]CN(C(C)C)C(C)C.[Cl:51][C:52]1[CH:53]=[C:54]([CH2:58][CH2:59][NH2:60])[CH:55]=[CH:56][CH:57]=1.CC[O:63][C:64](C)=[O:65], predict the reaction product. (4) Given the reactants [Cl:1][C:2]1[S:6][C:5]([C:7]([NH:9][CH2:10][C@@H:11]2[O:15][C:14](=[O:16])[N:13]([C:17]3[CH:22]=[CH:21][C:20]([N:23]4[CH2:27][CH2:26][C@@H:25]([NH:28]C(=O)OC(C)(C)C)[C:24]4=[O:36])=[CH:19][CH:18]=3)[CH2:12]2)=[O:8])=[CH:4][CH:3]=1.[F:37][C:38]([F:43])([F:42])[C:39]([OH:41])=[O:40], predict the reaction product. The product is: [F:37][C:38]([F:43])([F:42])[C:39]([OH:41])=[O:40].[NH2:28][C@@H:25]1[CH2:26][CH2:27][N:23]([C:20]2[CH:21]=[CH:22][C:17]([N:13]3[CH2:12][C@H:11]([CH2:10][NH:9][C:7]([C:5]4[S:6][C:2]([Cl:1])=[CH:3][CH:4]=4)=[O:8])[O:15][C:14]3=[O:16])=[CH:18][CH:19]=2)[C:24]1=[O:36]. (5) Given the reactants [CH3:1][O:2][C:3]1[CH:11]=[C:10]2[C:6]([CH:7]=[CH:8][NH:9]2)=[CH:5][CH:4]=1.[N@:12]1([C:19]([O:21][CH2:22][C:23]2[CH:28]=[CH:27][CH:26]=[CH:25][CH:24]=2)=[O:20])[CH2:14][CH:13]1[C:15]([O:17][CH3:18])=[O:16].[O-]S(C(F)(F)F)(=O)=O.[Yb+3].[O-]S(C(F)(F)F)(=O)=O.[O-]S(C(F)(F)F)(=O)=O.[Al], predict the reaction product. The product is: [CH2:22]([O:21][C:19]([NH:12][C@@H:13]([CH2:14][C:7]1[C:6]2[C:10](=[CH:11][C:3]([O:2][CH3:1])=[CH:4][CH:5]=2)[NH:9][CH:8]=1)[C:15]([O:17][CH3:18])=[O:16])=[O:20])[C:23]1[CH:24]=[CH:25][CH:26]=[CH:27][CH:28]=1. (6) Given the reactants C(N)(=O)C(C)C.[CH:7]1([C:10]2[N:14]([CH3:15])[C:13]([CH:16]=[O:17])=[CH:12][N:11]=2)[CH2:9][CH2:8]1, predict the reaction product. The product is: [CH:7]([C:10]1[N:14]([CH3:15])[C:13]([CH:16]=[O:17])=[CH:12][N:11]=1)([CH3:9])[CH3:8].